Dataset: Catalyst prediction with 721,799 reactions and 888 catalyst types from USPTO. Task: Predict which catalyst facilitates the given reaction. (1) Reactant: [CH2:1]1[C:14]2[C:13]3[CH:12]=[CH:11][CH:10]=[CH:9][C:8]=3[NH:7][C:6]=2[CH:5]([C:15]([O:17][CH2:18][CH3:19])=[O:16])[CH2:4][NH:3][CH2:2]1.[F:20][C:21]1[CH:29]=[CH:28][C:24]([C:25](Cl)=[O:26])=[CH:23][CH:22]=1. Product: [CH2:18]([O:17][C:15]([CH:5]1[C:6]2[NH:7][C:8]3[CH:9]=[CH:10][CH:11]=[CH:12][C:13]=3[C:14]=2[CH2:1][CH2:2][N:3]([C:25](=[O:26])[C:24]2[CH:28]=[CH:29][C:21]([F:20])=[CH:22][CH:23]=2)[CH2:4]1)=[O:16])[CH3:19]. The catalyst class is: 2. (2) Reactant: [ClH:1].[CH3:2][N:3]([CH3:26])[CH:4]1[CH2:9][CH2:8][N:7]([C:10](=[O:25])[CH2:11][CH2:12][C:13]2[N:14]([CH2:18][CH2:19][C:20]([O:22][CH2:23][CH3:24])=[O:21])[CH:15]=[CH:16][N:17]=2)[CH2:6][CH2:5]1. Product: [ClH:1].[CH3:26][N:3]([CH3:2])[CH:4]1[CH2:9][CH2:8][N:7]([C:10](=[O:25])[CH2:11][CH2:12][C:13]2[N:14]([CH2:18][CH2:19][C:20]([O:22][CH2:23][CH3:24])=[O:21])[CH:15]=[CH:16][N:17]=2)[CH2:6][CH2:5]1. The catalyst class is: 27. (3) Reactant: [C:1]1([C:7]2[O:8][C:9](=[O:21])[C:10]3[CH:20]=[C:19]4[C:14]([CH2:15][CH2:16][CH2:17][CH2:18]4)=[CH:13][C:11]=3[N:12]=2)[CH:6]=[CH:5][CH:4]=[CH:3][CH:2]=1.[C:22]1([CH3:30])[CH:27]=[CH:26][C:25]([Mg]Br)=[CH:24][CH:23]=1.O1CCCC1. Product: [CH3:30][C:22]1[CH:27]=[CH:26][C:25]([C:9]([C:10]2[C:11]([NH:12][C:7](=[O:8])[C:1]3[CH:6]=[CH:5][CH:4]=[CH:3][CH:2]=3)=[CH:13][C:14]3[CH2:15][CH2:16][CH2:17][CH2:18][C:19]=3[CH:20]=2)=[O:21])=[CH:24][CH:23]=1. The catalyst class is: 4. (4) Reactant: [OH:1][CH2:2][C:3]1[CH:4]=[C:5]2[C:10](=[CH:11][CH:12]=1)[NH:9][CH:8]=[C:7]([C:13]#[N:14])[CH:6]2[CH2:15][CH:16]([CH3:18])[CH3:17]. Product: [CH:2]([C:3]1[CH:4]=[C:5]2[C:10](=[CH:11][CH:12]=1)[N:9]=[CH:8][C:7]([C:13]#[N:14])=[C:6]2[CH2:15][CH:16]([CH3:18])[CH3:17])=[O:1]. The catalyst class is: 428. (5) Reactant: C(N1C=CN=C1)(N1C=CN=C1)=O.[C:13]([N:16]1[CH2:21][CH2:20][CH:19]([C:22]([OH:24])=O)[CH2:18][CH2:17]1)(=[O:15])[CH3:14].C(N(CC)CC)C.Cl.[CH3:33][NH:34][O:35][CH3:36]. Product: [C:13]([N:16]1[CH2:17][CH2:18][CH:19]([C:22]([N:34]([O:35][CH3:36])[CH3:33])=[O:24])[CH2:20][CH2:21]1)(=[O:15])[CH3:14]. The catalyst class is: 577.